This data is from Forward reaction prediction with 1.9M reactions from USPTO patents (1976-2016). The task is: Predict the product of the given reaction. Given the reactants [Cl:1][C:2]1[C:3]([C:24]2[CH:29]=[CH:28][CH:27]=[CH:26][CH:25]=2)=[CH:4][C:5]([NH:8][C:9]([C@@H:11]2[CH2:16][CH2:15][CH2:14][N:13](C(OC(C)(C)C)=O)[CH2:12]2)=[O:10])=[N:6][CH:7]=1.Cl.O1CCOCC1, predict the reaction product. The product is: [Cl:1][C:2]1[C:3]([C:24]2[CH:29]=[CH:28][CH:27]=[CH:26][CH:25]=2)=[CH:4][C:5]([NH:8][C:9]([C@@H:11]2[CH2:16][CH2:15][CH2:14][NH:13][CH2:12]2)=[O:10])=[N:6][CH:7]=1.